This data is from Full USPTO retrosynthesis dataset with 1.9M reactions from patents (1976-2016). The task is: Predict the reactants needed to synthesize the given product. Given the product [C@H:23]12[CH2:28][C@H:26]([NH:25][CH2:24]1)[CH2:27][N:22]2[C:20]([C:16]1[CH:15]=[C:14]2[C:19]([C:11]([S:9]([CH3:8])=[O:10])=[CH:12][N:13]2[C:36]2[N:41]=[CH:40][C:39]([C:42]3[CH:47]=[CH:46][CH:45]=[CH:44][N:43]=3)=[CH:38][N:37]=2)=[CH:18][CH:17]=1)=[O:21], predict the reactants needed to synthesize it. The reactants are: FC(F)(F)C(O)=O.[CH3:8][S:9]([C:11]1[C:19]2[C:14](=[CH:15][C:16]([C:20]([N:22]3[CH2:27][C@@H:26]4[CH2:28][C@H:23]3[CH2:24][N:25]4C(OC(C)(C)C)=O)=[O:21])=[CH:17][CH:18]=2)[N:13]([C:36]2[N:41]=[CH:40][C:39]([C:42]3[CH:47]=[CH:46][CH:45]=[CH:44][N:43]=3)=[CH:38][N:37]=2)[CH:12]=1)=[O:10].